From a dataset of Catalyst prediction with 721,799 reactions and 888 catalyst types from USPTO. Predict which catalyst facilitates the given reaction. Reactant: [CH:1]([O:4][C:5]1[CH:6]=[C:7]([CH:11]=[C:12]([O:14][CH2:15][C:16]2[S:17][CH:18]=[CH:19][CH:20]=2)[CH:13]=1)[C:8]([OH:10])=O)([CH3:3])[CH3:2].C[C:22]1C=[CH:26][N:25]=[C:24]([NH2:28])[C:23]=1C.CCN=C=NCCCN(C)C.[C:41]([O:44][CH2:45]C)(=[O:43])[CH3:42]. Product: [CH:1]([O:4][C:5]1[CH:6]=[C:7]([CH:11]=[C:12]([O:14][CH2:15][C:16]2[S:17][CH:18]=[CH:19][CH:20]=2)[CH:13]=1)[C:8]([NH:28][C:24]1[N:25]=[CH:26][C:42]([C:41]([O:44][CH3:45])=[O:43])=[CH:22][CH:23]=1)=[O:10])([CH3:2])[CH3:3]. The catalyst class is: 3.